Dataset: Peptide-MHC class II binding affinity with 134,281 pairs from IEDB. Task: Regression. Given a peptide amino acid sequence and an MHC pseudo amino acid sequence, predict their binding affinity value. This is MHC class II binding data. The peptide sequence is EVKSFQWTQALRREL. The MHC is DRB3_0101 with pseudo-sequence DRB3_0101. The binding affinity (normalized) is 0.291.